From a dataset of Catalyst prediction with 721,799 reactions and 888 catalyst types from USPTO. Predict which catalyst facilitates the given reaction. (1) Reactant: [CH2:1]([C:4]1([OH:27])[C@@H:8]([NH:9][C:10]([O:12][CH2:13][C:14]2[CH:19]=[CH:18][CH:17]=[CH:16][CH:15]=2)=[O:11])[CH2:7][N:6]([C:20]([O:22][C:23]([CH3:26])([CH3:25])[CH3:24])=[O:21])[CH2:5]1)[CH:2]=[CH2:3].B1C2CCCC1CCC2.OO.CC([O-])=[O:41].[Na+].O. Product: [CH2:13]([O:12][C:10]([NH:9][C@H:8]1[CH2:7][N:6]([C:20]([O:22][C:23]([CH3:26])([CH3:25])[CH3:24])=[O:21])[CH2:5][C:4]1([OH:27])[CH2:1][CH2:2][CH2:3][OH:41])=[O:11])[C:14]1[CH:15]=[CH:16][CH:17]=[CH:18][CH:19]=1. The catalyst class is: 20. (2) Reactant: [Cl:1][C:2]1[CH:7]=[CH:6][N:5]=[C:4]([CH3:8])[C:3]=1[O:9][CH:10]([F:12])[F:11].ClC1C=CC=C(C(OO)=[O:21])C=1. Product: [Cl:1][C:2]1[CH:7]=[CH:6][N+:5]([O-:21])=[C:4]([CH3:8])[C:3]=1[O:9][CH:10]([F:11])[F:12]. The catalyst class is: 4.